From a dataset of Forward reaction prediction with 1.9M reactions from USPTO patents (1976-2016). Predict the product of the given reaction. (1) Given the reactants [F:1][C:2]1[CH:7]=[CH:6][C:5]([N:8]2[C:16]3[C:11](=[CH:12][C:13]([CH:17]=[C:18]([C:23]([O:25][CH3:26])=[O:24])[C:19]([O:21][CH3:22])=[O:20])=[CH:14][CH:15]=3)[CH:10]=[N:9]2)=[CH:4][CH:3]=1.[C:27]1([Mg]Br)[CH:32]=[CH:31][CH:30]=[CH:29][CH:28]=1, predict the reaction product. The product is: [F:1][C:2]1[CH:7]=[CH:6][C:5]([N:8]2[C:16]3[C:11](=[CH:12][C:13]([CH:17]([C:27]4[CH:32]=[CH:31][CH:30]=[CH:29][CH:28]=4)[CH:18]([C:23]([O:25][CH3:26])=[O:24])[C:19]([O:21][CH3:22])=[O:20])=[CH:14][CH:15]=3)[CH:10]=[N:9]2)=[CH:4][CH:3]=1. (2) Given the reactants [C:1]([O-:10])(=[O:9])[CH2:2][CH2:3][CH2:4][CH2:5][CH2:6][CH2:7][CH3:8].[O-:11][C:12]([CH2:14][CH2:15][CH2:16][CH2:17][CH2:18][CH2:19][CH2:20][CH2:21][CH3:22])=[O:13], predict the reaction product. The product is: [C:1]([O-:10])(=[O:9])[CH2:2][CH2:3][CH2:4][CH2:5][CH2:6][CH2:7][CH3:8].[O-:13][C:12]([CH2:14][CH2:15][CH2:16][CH2:17][CH2:18][CH2:19][CH2:20][CH2:21][CH3:22])=[O:11].[C:1]([O-:10])(=[O:9])[CH2:2][CH2:3][CH2:4][CH2:5][CH2:6][CH2:7][CH2:8][CH2:12][CH2:14][CH2:15][CH3:16]. (3) The product is: [F:1][C:2]1[CH:7]=[CH:6][C:5]([F:8])=[CH:4][C:3]=1[C:9]1[S:13][C:12]([CH3:20])([C:14]2[CH:19]=[CH:18][CH:17]=[CH:16][CH:15]=2)[N:11]([C:21]2[S:24][C:25]([CH3:26])=[N:23][N:22]=2)[N:10]=1. Given the reactants [F:1][C:2]1[CH:7]=[CH:6][C:5]([F:8])=[CH:4][C:3]=1[C:9]1[S:13][C:12]([CH3:20])([C:14]2[CH:19]=[CH:18][CH:17]=[CH:16][CH:15]=2)[N:11]([C:21](=[S:24])[NH:22][NH2:23])[N:10]=1.[CH3:25][C:26](C)(C)C([O-])([O-])[O-], predict the reaction product. (4) Given the reactants Cl[C:2]1[NH:6][N:5]=[C:4]([C:7]([NH:9][C:10]2[CH:15]=[CH:14][C:13]([N+:16]([O-])=O)=[CH:12][N:11]=2)=[O:8])[CH:3]=1.CN(C=O)C, predict the reaction product. The product is: [NH2:16][C:13]1[CH:14]=[CH:15][C:10]([NH:9][C:7]([C:4]2[CH:3]=[CH:2][NH:6][N:5]=2)=[O:8])=[N:11][CH:12]=1. (5) Given the reactants [CH3:13][CH:12]([O:11][C:9](/N=N/[C:9]([O:11][CH:12]([CH3:14])[CH3:13])=O)=O)[CH3:14].[Cl:15][C:16]1[N:21]=C(I)C(O)=C[CH:17]=1.[NH:24]1[CH:28]=[CH:27][N:26]=[C:25]1[CH2:29]CO.C1C=CC(P(C2C=CC=CC=2)C2C=CC=CC=2)=CC=1.N1CCC[C@H]1[C:53]([OH:55])=[O:54].[C:59](=O)([O-])[O-].[K+].[K+].C1C(=O)N(I)C(=O)C1.C([Mg]Br)C, predict the reaction product. The product is: [Cl:15][C:16]1[CH:17]=[CH:14][C:12]2[O:11][CH2:9][CH2:29][C:25]3[N:24]([CH:28]=[C:27]([C:53]([O:55][CH3:59])=[O:54])[N:26]=3)[C:13]=2[N:21]=1. (6) Given the reactants [Cl:1][C:2]1[CH:3]=[C:4]([C@@H:9]2[C@@H:13]([CH2:14][NH:15][C:16]3[N:21]=[CH:20][C:19]([C:22]([F:25])([F:24])[F:23])=[CH:18][N:17]=3)[CH2:12][N:11]([C:26]([C:28]3[CH:33]=[C:32]([CH3:34])[N:31]=[N:30][CH:29]=3)=[O:27])[CH2:10]2)[CH:5]=[CH:6][C:7]=1[Cl:8].[H-].[Na+].[CH3:37]I, predict the reaction product. The product is: [Cl:1][C:2]1[CH:3]=[C:4]([C@@H:9]2[C@@H:13]([CH2:14][N:15]([CH3:37])[C:16]3[N:17]=[CH:18][C:19]([C:22]([F:24])([F:25])[F:23])=[CH:20][N:21]=3)[CH2:12][N:11]([C:26]([C:28]3[CH:33]=[C:32]([CH3:34])[N:31]=[N:30][CH:29]=3)=[O:27])[CH2:10]2)[CH:5]=[CH:6][C:7]=1[Cl:8].